From a dataset of Peptide-MHC class I binding affinity with 185,985 pairs from IEDB/IMGT. Regression. Given a peptide amino acid sequence and an MHC pseudo amino acid sequence, predict their binding affinity value. This is MHC class I binding data. The binding affinity (normalized) is 0.446. The peptide sequence is MPEKRNVVV. The MHC is HLA-B53:01 with pseudo-sequence HLA-B53:01.